This data is from Full USPTO retrosynthesis dataset with 1.9M reactions from patents (1976-2016). The task is: Predict the reactants needed to synthesize the given product. (1) Given the product [CH2:24]([O:23][C:21]([N:7]([CH2:6][C:3]1[CH:4]=[CH:5][S:1][CH:2]=1)[CH2:8][CH2:9][C:10]([OH:12])=[O:11])=[O:22])[CH3:25], predict the reactants needed to synthesize it. The reactants are: [S:1]1[CH:5]=[CH:4][C:3]([CH2:6][NH:7][CH2:8][CH2:9][C:10]([O:12]CC)=[O:11])=[CH:2]1.C(=O)(O)[O-].[Na+].Cl[C:21]([O:23][CH2:24][CH3:25])=[O:22].[OH-].[K+]. (2) Given the product [CH2:1]([O:8][C:9]1[C:10]([F:20])=[CH:11][C:12]([F:19])=[C:13]([F:18])[C:14]=1[NH2:15])[C:2]1[CH:3]=[CH:4][CH:5]=[CH:6][CH:7]=1, predict the reactants needed to synthesize it. The reactants are: [CH2:1]([O:8][C:9]1[C:14]([N+:15]([O-])=O)=[C:13]([F:18])[C:12]([F:19])=[CH:11][C:10]=1[F:20])[C:2]1[CH:7]=[CH:6][CH:5]=[CH:4][CH:3]=1.[Cl-].[NH4+].C(O)C. (3) Given the product [CH3:35][N:32]1[CH2:33][CH2:34][N:29]([C:26]2[CH:27]=[CH:28][C:23]([CH2:41][C:40]([OH:38])=[O:42])=[CH:24][CH:25]=2)[CH2:30][CH2:31]1, predict the reactants needed to synthesize it. The reactants are: [BH4-].[Na+].C([Se][Se]CC1C=CC=CC=1)C1C=CC=CC=1.ClC(Cl)(Cl)C([C:23]1[CH:28]=[CH:27][C:26]([N:29]2[CH2:34][CH2:33][N:32]([CH3:35])[CH2:31][CH2:30]2)=[CH:25][CH:24]=1)O.[OH-:38].[Na+].[CH2:40]([OH:42])[CH3:41]. (4) Given the product [CH2:19]([O:11][C:3]1[C:2]([CH3:1])=[C:7]([CH2:8][OH:9])[CH:6]=[N:5][C:4]=1[CH3:10])[C:20]1[CH:25]=[CH:24][CH:23]=[CH:22][CH:21]=1, predict the reactants needed to synthesize it. The reactants are: [CH3:1][C:2]1[C:7]([CH2:8][OH:9])=[CH:6][N:5]=[C:4]([CH3:10])[C:3]=1[OH:11].Cl.C(=O)([O-])[O-].[K+].[K+].[CH2:19](Cl)[C:20]1[CH:25]=[CH:24][CH:23]=[CH:22][CH:21]=1.O.